Dataset: Full USPTO retrosynthesis dataset with 1.9M reactions from patents (1976-2016). Task: Predict the reactants needed to synthesize the given product. Given the product [N:24]1[CH:25]=[CH:26][CH:27]=[CH:28][C:23]=1[NH:22][CH2:21][C:15]1([C:12]2[CH:13]=[CH:14][C:9]([OH:8])=[CH:10][CH:11]=2)[CH2:16][CH2:17][O:18][CH2:19][CH2:20]1, predict the reactants needed to synthesize it. The reactants are: [Si]([O:8][C:9]1[CH:14]=[CH:13][C:12]([C:15]2([CH2:21][NH:22][C:23]3[CH:28]=[CH:27][CH:26]=[CH:25][N:24]=3)[CH2:20][CH2:19][O:18][CH2:17][CH2:16]2)=[CH:11][CH:10]=1)(C(C)(C)C)(C)C.[F-].C([N+](CCCC)(CCCC)CCCC)CCC.